Dataset: Full USPTO retrosynthesis dataset with 1.9M reactions from patents (1976-2016). Task: Predict the reactants needed to synthesize the given product. (1) Given the product [Cl:1][C:2]1[CH:3]=[C:4]2[C:9](=[N:10][CH:11]=1)[N:8]([CH2:32][C:31]1[CH:34]=[CH:35][CH:36]=[C:29]([F:28])[CH:30]=1)[C:7](=[O:12])[C:6]([C:13]#[N:14])=[C:5]2[N:15]1[CH2:20][CH2:19][N:18]([C:21]([C:23]2[S:24][CH:25]=[CH:26][CH:27]=2)=[O:22])[CH2:17][CH2:16]1, predict the reactants needed to synthesize it. The reactants are: [Cl:1][C:2]1[CH:3]=[C:4]2[C:9](=[N:10][CH:11]=1)[NH:8][C:7](=[O:12])[C:6]([C:13]#[N:14])=[C:5]2[N:15]1[CH2:20][CH2:19][N:18]([C:21]([C:23]2[S:24][CH:25]=[CH:26][CH:27]=2)=[O:22])[CH2:17][CH2:16]1.[F:28][C:29]1[CH:30]=[C:31]([CH:34]=[CH:35][CH:36]=1)[CH2:32]Br. (2) The reactants are: [C:1]([CH:3]1[CH2:8][CH2:7][N:6]([C:9]([N:11]2[CH2:16][CH:15]([C:17]3[CH:22]=[CH:21][C:20]([C:23]([F:26])([F:25])[F:24])=[CH:19][CH:18]=3)[CH2:14][CH:13]([C:27]([OH:29])=O)[CH2:12]2)=[O:10])[CH2:5][CH2:4]1)#[N:2].[Cl:30][C:31]1[CH:36]=[CH:35][CH:34]=[CH:33][C:32]=1[C:37](=[NH:40])[NH:38]O. Given the product [Cl:30][C:31]1[CH:36]=[CH:35][CH:34]=[CH:33][C:32]=1[C:37]1[N:40]=[C:27]([CH:13]2[CH2:14][CH:15]([C:17]3[CH:22]=[CH:21][C:20]([C:23]([F:26])([F:24])[F:25])=[CH:19][CH:18]=3)[CH2:16][N:11]([C:9]([N:6]3[CH2:7][CH2:8][CH:3]([C:1]#[N:2])[CH2:4][CH2:5]3)=[O:10])[CH2:12]2)[O:29][N:38]=1, predict the reactants needed to synthesize it. (3) The reactants are: [CH3:1][C:2]1[N:3]=[C:4]([CH2:28][O:29]C(C2C=CC=CC=2)(C2C=CC=CC=2)C2C=CC=CC=2)[O:5][C:6]=1[CH2:7][NH:8][C:9]([C:11]1[CH:15]=[C:14]([NH:16][C:17](=[O:27])[C:18]2[CH:23]=[C:22]([F:24])[C:21]([F:25])=[CH:20][C:19]=2[Cl:26])[NH:13][N:12]=1)=[O:10].Cl.C(OCC)(=O)C.CO. Given the product [ClH:26].[OH:29][CH2:28][C:4]1[O:5][C:6]([CH2:7][NH:8][C:9]([C:11]2[CH:15]=[C:14]([NH:16][C:17](=[O:27])[C:18]3[CH:23]=[C:22]([F:24])[C:21]([F:25])=[CH:20][C:19]=3[Cl:26])[NH:13][N:12]=2)=[O:10])=[C:2]([CH3:1])[N:3]=1, predict the reactants needed to synthesize it. (4) Given the product [Cl:3][C:4]1[N:9]=[C:8]2[C:10]([I:1])=[C:11]([C:12]3[CH:17]=[CH:16][C:15]([C:18]4([NH:22][C:23](=[O:29])[O:24][C:25]([CH3:27])([CH3:26])[CH3:28])[CH2:19][CH2:20][CH2:21]4)=[CH:14][CH:13]=3)[O:30][C:7]2=[N:6][CH:5]=1, predict the reactants needed to synthesize it. The reactants are: [I:1]I.[Cl:3][C:4]1[N:9]=[C:8]([C:10]#[C:11][C:12]2[CH:17]=[CH:16][C:15]([C:18]3([NH:22][C:23](=[O:29])[O:24][C:25]([CH3:28])([CH3:27])[CH3:26])[CH2:21][CH2:20][CH2:19]3)=[CH:14][CH:13]=2)[C:7](=[O:30])[N:6](CC2C=CC(OC)=CC=2)[CH:5]=1. (5) Given the product [Cl:16][C:17]1[CH:18]=[C:19]([CH:29]=[C:30]([Cl:32])[CH:31]=1)[O:20][C:21]1[C:22]([CH3:28])=[N:23][NH:24][C:25]=1[CH2:26][NH:27][CH2:39][C:38]1[CH:41]=[CH:42][C:35]([C:33]#[N:34])=[CH:36][CH:37]=1, predict the reactants needed to synthesize it. The reactants are: C(O[BH-](OC(=O)C)OC(=O)C)(=O)C.[Na+].Br.[Cl:16][C:17]1[CH:18]=[C:19]([CH:29]=[C:30]([Cl:32])[CH:31]=1)[O:20][C:21]1[C:22]([CH3:28])=[N:23][NH:24][C:25]=1[CH2:26][NH2:27].[C:33]([C:35]1[CH:42]=[CH:41][C:38]([CH:39]=O)=[CH:37][CH:36]=1)#[N:34]. (6) The reactants are: [F:1][C:2]1[CH:3]=[CH:4][C:5]2=[C:6]([CH:22]=1)[O:7][CH2:8][C:9]1[CH:19]=[C:18]([CH2:20]O)[CH:17]=[CH:16][C:10]=1/[C:11]/2=[C:12](/[CH3:15])\[C:13]#[N:14].CS(OS(C)(=O)=O)(=O)=O.[Br-:32].[Li+].N1C(C)=CC=CC=1C. Given the product [Br:32][CH2:20][C:18]1[CH:17]=[CH:16][C:10]2/[C:11](=[C:12](/[CH3:15])\[C:13]#[N:14])/[C:5]3[CH:4]=[CH:3][C:2]([F:1])=[CH:22][C:6]=3[O:7][CH2:8][C:9]=2[CH:19]=1, predict the reactants needed to synthesize it.